Dataset: Full USPTO retrosynthesis dataset with 1.9M reactions from patents (1976-2016). Task: Predict the reactants needed to synthesize the given product. (1) Given the product [C:1]([O:5][C:6](=[O:38])[NH:7][C:8]([C:10]1[CH:11]=[CH:12][C:13]([CH2:16][NH:17][C:18]([C@H:20]2[N:24]3[C:25](=[O:37])[C:26]([N:29]([CH2:39][CH3:40])[CH2:30][CH3:31])=[CH:27][N:28]=[C:23]3[CH2:22][CH2:21]2)=[O:19])=[CH:14][CH:15]=1)=[NH:9])([CH3:4])([CH3:3])[CH3:2], predict the reactants needed to synthesize it. The reactants are: [C:1]([O:5][C:6](=[O:38])[NH:7][C:8]([C:10]1[CH:15]=[CH:14][C:13]([CH2:16][NH:17][C:18]([C@H:20]2[N:24]3[C:25](=[O:37])[C:26]([NH:29][CH2:30][C:31]4C=CC=CC=4)=[CH:27][N:28]=[C:23]3[CH2:22][CH2:21]2)=[O:19])=[CH:12][CH:11]=1)=[NH:9])([CH3:4])([CH3:3])[CH3:2].[C:39](OC(=O)NC(C1C=CC(CNC([C@H]2N3C(=O)C(N)=CN=C3CC2)=O)=CC=1)=N)(C)(C)[CH3:40].C(=O)C.[BH-](OC(C)=O)(OC(C)=O)OC(C)=O.[Na+]. (2) Given the product [ClH:1].[NH2:2][C:3]1[N:8]=[CH:7][C:6](/[CH:9]=[CH:10]/[C:11]([N:40]([CH3:39])[CH2:41][C:42]2[CH:51]=[CH:50][C:49]3[C:44](=[CH:45][CH:46]=[CH:47][CH:48]=3)[CH:43]=2)=[O:13])=[CH:5][C:4]=1[CH2:14][N:15]1[CH2:19][CH2:18][CH2:17][CH2:16]1, predict the reactants needed to synthesize it. The reactants are: [ClH:1].[NH2:2][C:3]1[N:8]=[CH:7][C:6](/[CH:9]=[CH:10]/[C:11]([OH:13])=O)=[CH:5][C:4]=1[CH2:14][N:15]1[CH2:19][CH2:18][CH2:17][CH2:16]1.Cl.CN1CC2C=C(/C=C/C(O)=O)C=NC=2NC(=O)C1.[CH3:39][NH:40][CH2:41][C:42]1[CH:51]=[CH:50][C:49]2[C:44](=[CH:45][CH:46]=[CH:47][CH:48]=2)[CH:43]=1.CNCC1C=CC2C(=CC=CC=2)C=1CCC. (3) Given the product [C:1]([O:5][C:6](=[O:33])[NH:7][CH:8]([C:13]([N:15]1[CH2:20][CH:19]2[CH:17]([C:18]2([CH3:21])[CH3:22])[CH:16]1[C:23](=[O:32])[NH:24][C:25]1([CH:30]=[O:31])[CH2:26][CH:27]([CH3:29])[CH2:28]1)=[O:14])[C:9]([CH3:12])([CH3:10])[CH3:11])([CH3:2])([CH3:3])[CH3:4], predict the reactants needed to synthesize it. The reactants are: [C:1]([O:5][C:6](=[O:33])[NH:7][CH:8]([C:13]([N:15]1[CH2:20][CH:19]2[CH:17]([C:18]2([CH3:22])[CH3:21])[CH:16]1[C:23](=[O:32])[NH:24][C:25]1([CH2:30][OH:31])[CH2:28][CH:27]([CH3:29])[CH2:26]1)=[O:14])[C:9]([CH3:12])([CH3:11])[CH3:10])([CH3:4])([CH3:3])[CH3:2].CC(OI1(OC(C)=O)(OC(C)=O)OC(=O)C2C=CC=CC1=2)=O. (4) The reactants are: [C:1]([O:5][C:6]([N:8]1[C:16]2[C:11](=[C:12]([O:21]COC)[C:13]3[CH:20]=[CH:19][CH:18]=[CH:17][C:14]=3[CH:15]=2)[CH:10](CCl)[CH2:9]1)=[O:7])(C)(C)C.Cl.CCOC(C)=O.C([O-])(O)=O.[Na+].[Cl:39]C(OC)=O. Given the product [Cl:39][CH:10]1[C:11]2[C:16](=[CH:15][C:14]3[CH:17]=[CH:18][CH:19]=[CH:20][C:13]=3[C:12]=2[OH:21])[N:8]([C:6]([O:5][CH3:1])=[O:7])[CH2:9]1, predict the reactants needed to synthesize it. (5) Given the product [Cl:1][C:2]1[CH:7]=[CH:6][C:5]([O:8][C:9]2[CH:14]=[CH:13][C:12]([CH2:15][CH2:16][Br:42])=[CH:11][CH:10]=2)=[CH:4][C:3]=1[C:18]([F:21])([F:20])[F:19], predict the reactants needed to synthesize it. The reactants are: [Cl:1][C:2]1[CH:7]=[CH:6][C:5]([O:8][C:9]2[CH:14]=[CH:13][C:12]([CH2:15][CH2:16]O)=[CH:11][CH:10]=2)=[CH:4][C:3]=1[C:18]([F:21])([F:20])[F:19].C1(P(C2C=CC=CC=2)C2C=CC=CC=2)C=CC=CC=1.C(Br)(Br)(Br)[Br:42]. (6) Given the product [C:34]([NH:33][CH2:32][CH2:31][NH:30][C:23]([C:22]1[CH:21]=[N:20][N:17]2[C:18]([CH3:19])=[C:13]([CH2:12][C:11]3[CH:27]=[CH:28][CH:29]=[C:9]([O:8][CH2:1][C:2]4[CH:7]=[CH:6][CH:5]=[CH:4][CH:3]=4)[CH:10]=3)[C:14]([CH3:26])=[N:15][C:16]=12)=[O:24])(=[O:36])[CH3:35], predict the reactants needed to synthesize it. The reactants are: [CH2:1]([O:8][C:9]1[CH:10]=[C:11]([CH:27]=[CH:28][CH:29]=1)[CH2:12][C:13]1[C:14]([CH3:26])=[N:15][C:16]2[N:17]([N:20]=[CH:21][C:22]=2[C:23](O)=[O:24])[C:18]=1[CH3:19])[C:2]1[CH:7]=[CH:6][CH:5]=[CH:4][CH:3]=1.[NH2:30][CH2:31][CH2:32][NH:33][C:34](=[O:36])[CH3:35]. (7) Given the product [C:1]([C:3](=[CH:40][CH:37]1[CH2:39][CH2:38]1)[C:4]([N:6]1[CH2:7][CH2:8][CH:9]([CH2:12][NH:13][C:14]2[N:19]3[CH:20]=[CH:21][N:22]=[C:18]3[C:17]([C:23]([NH2:25])=[O:24])=[C:16]([NH:26][C:27]3[CH:28]=[C:29]([O:35][CH3:36])[CH:30]=[C:31]([O:33][CH3:34])[CH:32]=3)[N:15]=2)[CH2:10][CH2:11]1)=[O:5])#[N:2], predict the reactants needed to synthesize it. The reactants are: [C:1]([CH2:3][C:4]([N:6]1[CH2:11][CH2:10][CH:9]([CH2:12][NH:13][C:14]2[N:19]3[CH:20]=[CH:21][N:22]=[C:18]3[C:17]([C:23]([NH2:25])=[O:24])=[C:16]([NH:26][C:27]3[CH:32]=[C:31]([O:33][CH3:34])[CH:30]=[C:29]([O:35][CH3:36])[CH:28]=3)[N:15]=2)[CH2:8][CH2:7]1)=[O:5])#[N:2].[CH:37]1([CH:40]=O)[CH2:39][CH2:38]1.C(O)(=O)C.N1CCCCC1.